Dataset: Full USPTO retrosynthesis dataset with 1.9M reactions from patents (1976-2016). Task: Predict the reactants needed to synthesize the given product. (1) The reactants are: [CH3:1][C:2]1[CH:25]=[CH:24][CH:23]=[C:22]([CH3:26])[C:3]=1[CH2:4][NH:5][C:6]1[C:14]2[N:13]=[C:12]([CH2:15][O:16][CH3:17])[N:11]([CH3:18])[C:10]=2[CH:9]=[C:8]([C:19](O)=[O:20])[CH:7]=1.[CH3:27][NH:28][CH3:29].O. Given the product [CH3:27][N:28]([CH3:29])[C:19]([C:8]1[CH:7]=[C:6]([NH:5][CH2:4][C:3]2[C:2]([CH3:1])=[CH:25][CH:24]=[CH:23][C:22]=2[CH3:26])[C:14]2[N:13]=[C:12]([CH2:15][O:16][CH3:17])[N:11]([CH3:18])[C:10]=2[CH:9]=1)=[O:20], predict the reactants needed to synthesize it. (2) The reactants are: COC(C1N(CC=O)C=C(C(=O)NCC2C=CC(F)=CC=2)C(=O)C=1OCC1C=CC=CC=1)=O.Cl.Cl.N[C@@H](C)CCNCCOC.[F:46][C:47]1[CH:52]=[CH:51][C:50]([CH2:53][NH:54][C:55]([C:57]2[C:58](=[O:85])[C:59]([O:77]CC3C=CC=CC=3)=[C:60]3[C:74](=[O:75])[N:64]4[C@@H:65]([CH3:73])[CH2:66][CH2:67][N:68]([CH2:69][CH2:70][O:71][CH3:72])[C@@H:63]4[CH2:62][N:61]3[CH:76]=2)=[O:56])=[CH:49][CH:48]=1. Given the product [F:46][C:47]1[CH:52]=[CH:51][C:50]([CH2:53][NH:54][C:55]([C:57]2[C:58](=[O:85])[C:59]([OH:77])=[C:60]3[C:74](=[O:75])[N:64]4[C@@H:65]([CH3:73])[CH2:66][CH2:67][N:68]([CH2:69][CH2:70][O:71][CH3:72])[C@@H:63]4[CH2:62][N:61]3[CH:76]=2)=[O:56])=[CH:49][CH:48]=1, predict the reactants needed to synthesize it. (3) Given the product [N+:8]([C:7]1[C:2]2[NH:1][C:20](=[O:21])[CH2:19][O:11][C:3]=2[CH:4]=[CH:5][CH:6]=1)([O-:10])=[O:9], predict the reactants needed to synthesize it. The reactants are: [NH2:1][C:2]1[C:7]([N+:8]([O-:10])=[O:9])=[CH:6][CH:5]=[CH:4][C:3]=1[OH:11].C([O-])([O-])=O.[K+].[K+].Cl[CH2:19][C:20](Cl)=[O:21].CCOC(C)=O. (4) Given the product [CH:8]1([NH:11][C:12]([C:14]2[CH:15]=[CH:16][C:17]([CH3:33])=[C:18]([NH:20][C:21](=[O:32])[C:22]3[CH:27]=[C:26]([O:39][CH2:38][C:36]([CH3:41])=[CH2:35])[CH:25]=[CH:24][C:23]=3[N+:29]([O-:31])=[O:30])[CH:19]=2)=[O:13])[CH2:10][CH2:9]1, predict the reactants needed to synthesize it. The reactants are: CC=CCO.[H-].[Na+].[CH:8]1([NH:11][C:12]([C:14]2[CH:15]=[CH:16][C:17]([CH3:33])=[C:18]([NH:20][C:21](=[O:32])[C:22]3[CH:27]=[C:26](F)[CH:25]=[CH:24][C:23]=3[N+:29]([O-:31])=[O:30])[CH:19]=2)=[O:13])[CH2:10][CH2:9]1.C(O)(=O)[CH2:35][C:36]([CH2:41]C(O)=O)([C:38](O)=[O:39])O. (5) Given the product [NH2:1][C:2]1[N:10]=[C:9]2[C:5]([N:6]=[CH:7][N:8]2[CH2:19][C:20]([OH:22])=[O:21])=[C:4]([Cl:11])[N:3]=1, predict the reactants needed to synthesize it. The reactants are: [NH2:1][C:2]1[N:10]=[C:9]2[C:5]([NH:6][CH:7]=[N:8]2)=[C:4]([Cl:11])[N:3]=1.C(=O)([O-])[O-].[K+].[K+].Br[CH2:19][C:20]([OH:22])=[O:21].Cl. (6) Given the product [F:1][C:2]1[CH:7]=[C:6]([F:8])[CH:5]=[CH:4][C:3]=1[NH:9][C:10](=[O:11])[NH:12][C:13]1[CH:18]=[CH:17][C:16]([O:19][C:20]2[CH:25]=[CH:24][N:23]=[C:22]3[CH:26]=[C:27]([C:29]4[N:30]([CH3:40])[C:31]([CH2:34][N:35]([CH2:36][CH2:37][O:38][CH3:39])[C:51](=[O:52])[C@@H:50]([NH:49][C:47](=[O:48])[O:46][C:42]([CH3:45])([CH3:44])[CH3:43])[CH:54]([CH3:56])[CH3:55])=[CH:32][N:33]=4)[S:28][C:21]=23)=[C:15]([F:41])[CH:14]=1, predict the reactants needed to synthesize it. The reactants are: [F:1][C:2]1[CH:7]=[C:6]([F:8])[CH:5]=[CH:4][C:3]=1[NH:9][C:10]([NH:12][C:13]1[CH:18]=[CH:17][C:16]([O:19][C:20]2[CH:25]=[CH:24][N:23]=[C:22]3[CH:26]=[C:27]([C:29]4[N:30]([CH3:40])[C:31]([CH2:34][NH:35][CH2:36][CH2:37][O:38][CH3:39])=[CH:32][N:33]=4)[S:28][C:21]=23)=[C:15]([F:41])[CH:14]=1)=[O:11].[C:42]([O:46][C:47]([NH:49][C@@H:50]([CH:54]([CH3:56])[CH3:55])[C:51](O)=[O:52])=[O:48])([CH3:45])([CH3:44])[CH3:43].CCN(C(C)C)C(C)C.CN(C(ON1N=NC2C=CC=NC1=2)=[N+](C)C)C.F[P-](F)(F)(F)(F)F. (7) Given the product [CH:32]1([C:30]2[CH:31]=[C:27]([NH:26][C:24]3[C:23]([C:35]#[CH:36])=[CH:22][N:21]=[C:20]([C:17]4[S:16][C:15]([S:12]([NH:11][CH2:10][CH2:9][OH:8])(=[O:13])=[O:14])=[CH:19][CH:18]=4)[N:25]=3)[NH:28][N:29]=2)[CH2:34][CH2:33]1, predict the reactants needed to synthesize it. The reactants are: [Si]([O:8][CH2:9][CH2:10][NH:11][S:12]([C:15]1[S:16][C:17]([C:20]2[N:25]=[C:24]([NH:26][C:27]3[CH:31]=[C:30]([CH:32]4[CH2:34][CH2:33]4)[NH:29][N:28]=3)[C:23]([C:35]#[CH:36])=[CH:22][N:21]=2)=[CH:18][CH:19]=1)(=[O:14])=[O:13])(C(C)(C)C)(C)C.[F-].C([N+](CCCC)(CCCC)CCCC)CCC. (8) Given the product [NH2:9][C:4]1[CH:3]=[C:2]([F:1])[C:7]([C:11]#[N:13])=[CH:6][N:5]=1, predict the reactants needed to synthesize it. The reactants are: [F:1][C:2]1[C:7](I)=[CH:6][N:5]=[C:4]([NH2:9])[CH:3]=1.C[C:11]([N:13](C)C)=O.